This data is from Peptide-MHC class I binding affinity with 185,985 pairs from IEDB/IMGT. The task is: Regression. Given a peptide amino acid sequence and an MHC pseudo amino acid sequence, predict their binding affinity value. This is MHC class I binding data. (1) The peptide sequence is LSDDAVVCY. The MHC is SLA-10401 with pseudo-sequence SLA-10401. The binding affinity (normalized) is 0.744. (2) The peptide sequence is DVKASMLEK. The MHC is H-2-Kb with pseudo-sequence H-2-Kb. The binding affinity (normalized) is 0.